Dataset: TCR-epitope binding with 47,182 pairs between 192 epitopes and 23,139 TCRs. Task: Binary Classification. Given a T-cell receptor sequence (or CDR3 region) and an epitope sequence, predict whether binding occurs between them. (1) The epitope is FVRATATIPI. The TCR CDR3 sequence is CAIRTELQETQYF. Result: 1 (the TCR binds to the epitope). (2) The epitope is FLLNKEMYL. The TCR CDR3 sequence is CASSLYGGWDEAFF. Result: 1 (the TCR binds to the epitope). (3) The epitope is LPPIVAKEI. The TCR CDR3 sequence is CASSQDAGTSSYNEQFF. Result: 0 (the TCR does not bind to the epitope). (4) The TCR CDR3 sequence is CASSEYNPGVYGYTF. Result: 0 (the TCR does not bind to the epitope). The epitope is HTTDPSFLGRY. (5) The epitope is KAYNVTQAF. The TCR CDR3 sequence is CASSDDERGVGETQYF. Result: 0 (the TCR does not bind to the epitope). (6) The epitope is MMISAGFSL. The TCR CDR3 sequence is CASSSPYEGDRQQETQYF. Result: 0 (the TCR does not bind to the epitope).